Dataset: Forward reaction prediction with 1.9M reactions from USPTO patents (1976-2016). Task: Predict the product of the given reaction. (1) Given the reactants C([O-])([O-])=O.[K+].[K+].Cl.Cl[CH2:9][CH2:10][N:11]1[CH2:15][CH2:14][CH2:13][CH2:12]1.[Br:16][C:17]1[CH:22]=[CH:21][C:20]([OH:23])=[C:19]([Cl:24])[CH:18]=1, predict the reaction product. The product is: [Br:16][C:17]1[CH:22]=[CH:21][C:20]([O:23][CH2:9][CH2:10][N:11]2[CH2:15][CH2:14][CH2:13][CH2:12]2)=[C:19]([Cl:24])[CH:18]=1. (2) Given the reactants [O:1]=[C:2]1[CH2:7][CH2:6][N:5]([C:8]([O:10][CH2:11][C:12]2[CH:17]=[CH:16][CH:15]=[CH:14][CH:13]=2)=[O:9])[CH2:4][CH2:3]1.[Br:18]Br.O, predict the reaction product. The product is: [Br:18][CH:7]1[C:2](=[O:1])[CH2:3][CH2:4][N:5]([C:8]([O:10][CH2:11][C:12]2[CH:17]=[CH:16][CH:15]=[CH:14][CH:13]=2)=[O:9])[CH2:6]1. (3) Given the reactants [NH2:1][C:2]([C:4]1[CH:9]=[CH:8][C:7]([C:10]([C:24]2[CH:29]=[CH:28][C:27]([C:30]([N:32]([CH2:35][CH3:36])[CH2:33][CH3:34])=[O:31])=[CH:26][CH:25]=2)=[C:11]2[CH2:16][CH2:15][N:14](C(OC(C)(C)C)=O)[CH2:13][CH2:12]2)=[CH:6][CH:5]=1)=[O:3].FC(F)(F)C(O)=O, predict the reaction product. The product is: [CH2:35]([N:32]([CH2:33][CH3:34])[C:30]([C:27]1[CH:26]=[CH:25][C:24]([C:10](=[C:11]2[CH2:16][CH2:15][NH:14][CH2:13][CH2:12]2)[C:7]2[CH:8]=[CH:9][C:4]([C:2]([NH2:1])=[O:3])=[CH:5][CH:6]=2)=[CH:29][CH:28]=1)=[O:31])[CH3:36]. (4) Given the reactants [CH3:1][O:2][C:3]([C:5]1[CH:10]=[CH:9][CH:8]=[C:7]([C:11]2[O:15][C:14]([CH:16]([O:33][Si](C(C)(C)C)(C)C)[CH2:17][CH2:18][CH2:19][CH:20]3[CH2:25][CH2:24][N:23]([C:26](OC(C)(C)C)=O)[CH2:22][CH2:21]3)=[N:13][CH:12]=2)[N:6]=1)=[O:4].C(OC(N1[CH2:53][CH2:52][CH:51]([CH2:54][CH2:55][CH2:56][CH:57](O[Si](C(C)(C)C)(C)C)[C:58]2OC([Sn](CCCC)(CCCC)CCCC)=CN=2)CC1)=O)(C)(C)C.[CH3:84]OC(C1C=CC=C(Br)N=1)=O, predict the reaction product. The product is: [CH3:1][O:2][C:3]([C:5]1[CH:10]=[CH:9][CH:8]=[C:7]([C:11]2[O:15][C:14]([C:16](=[O:33])[CH2:17][CH2:18][CH2:19][CH:20]3[CH2:21][CH2:22][N:23]([CH2:26][C:56]4[CH:55]=[CH:54][C:51]([CH:52]([CH3:53])[CH3:84])=[CH:58][CH:57]=4)[CH2:24][CH2:25]3)=[N:13][CH:12]=2)[N:6]=1)=[O:4]. (5) Given the reactants [C:1]([C:5]1[CH:6]=[C:7]([C:18](=[O:20])[CH3:19])[CH:8]=[C:9]([N+:15]([O-])=O)[C:10]=1[O:11][CH2:12][O:13][CH3:14])([CH3:4])([CH3:3])[CH3:2], predict the reaction product. The product is: [NH2:15][C:9]1[CH:8]=[C:7]([C:18](=[O:20])[CH3:19])[CH:6]=[C:5]([C:1]([CH3:2])([CH3:3])[CH3:4])[C:10]=1[O:11][CH2:12][O:13][CH3:14]. (6) Given the reactants [Cl:1][C:2]1[CH:7]=[CH:6][C:5]([C:8]2[N:9]=[C:10](C(O)=O)[N:11](C)[C:12]=2[C:13]2[CH:18]=[CH:17][C:16]([Cl:19])=[CH:15][CH:14]=2)=[CH:4][CH:3]=1.[CH3:24][Si:25]([CH3:32])([CH3:31])[CH2:26][CH2:27][O:28][CH2:29]Cl.[H-].[Na+].C(=O)(O)[O-], predict the reaction product. The product is: [Cl:1][C:2]1[CH:3]=[CH:4][C:5]([C:8]2[N:9]=[CH:10][N:11]([CH2:29][O:28][CH2:27][CH2:26][Si:25]([CH3:32])([CH3:31])[CH3:24])[C:12]=2[C:13]2[CH:14]=[CH:15][C:16]([Cl:19])=[CH:17][CH:18]=2)=[CH:6][CH:7]=1. (7) Given the reactants [N:1]1[O:2][N:3]=[C:4]2[CH:9]=[C:8]([O:10][C:11]3[C:16]([C:17]([NH:19][CH2:20][C:21]4[CH:32]=[CH:31][C:24]([O:25][C@H:26]([CH3:30])[C:27]([OH:29])=O)=[CH:23][C:22]=4[F:33])=[O:18])=[CH:15][CH:14]=[CH:13][N:12]=3)[CH:7]=[CH:6][C:5]=12.O1C2C=CC(OC3C(C(NCC4C=CC(O[C@H](C)C(O)=O)=CC=4F)=O)=CC=C[N:45]=3)=CC=2OC1, predict the reaction product. The product is: [N:1]1[O:2][N:3]=[C:4]2[CH:9]=[C:8]([O:10][C:11]3[N:12]=[CH:13][CH:14]=[CH:15][C:16]=3[C:17]([NH:19][CH2:20][C:21]3[CH:32]=[CH:31][C:24]([O:25][C@@H:26]([C:27](=[O:29])[NH2:45])[CH3:30])=[CH:23][C:22]=3[F:33])=[O:18])[CH:7]=[CH:6][C:5]=12. (8) The product is: [Br:17][C:18]1[N:19]=[C:20]([CH2:24][N:12]2[CH2:13][C@H:9]([O:8][Si:1]([C:4]([CH3:7])([CH3:6])[CH3:5])([CH3:3])[CH3:2])[CH2:10][C:11]2=[O:14])[CH:21]=[CH:22][CH:23]=1. Given the reactants [Si:1]([O:8][C@H:9]1[CH2:13][NH:12][C:11](=[O:14])[CH2:10]1)([C:4]([CH3:7])([CH3:6])[CH3:5])([CH3:3])[CH3:2].[H-].[Na+].[Br:17][C:18]1[CH:23]=[CH:22][CH:21]=[C:20]([CH2:24]Br)[N:19]=1, predict the reaction product. (9) Given the reactants C[N+]1([O-])CCOCC1.I([O-])(=O)(=O)=O.[Na+].C([N:18]1[C:26]2[CH:25]=[CH:24][N:23]=[C:22]([Cl:27])[C:21]=2[N:20]([CH2:28][C:29]2[CH:34]=[CH:33][CH:32]=[CH:31][CH:30]=2)[C:19]1=[O:35])C=C, predict the reaction product. The product is: [CH2:28]([N:20]1[C:21]2[C:22]([Cl:27])=[N:23][CH:24]=[CH:25][C:26]=2[NH:18][C:19]1=[O:35])[C:29]1[CH:34]=[CH:33][CH:32]=[CH:31][CH:30]=1. (10) Given the reactants [F:1][C:2]1[CH:7]=[CH:6][C:5]([S:8]([C:11]2[CH:12]=[CH:13][C:14]([CH2:21][CH2:22][CH3:23])=[C:15]([S:17](Cl)(=[O:19])=[O:18])[CH:16]=2)(=[O:10])=[O:9])=[CH:4][CH:3]=1.[CH2:24]([NH2:32])[CH2:25][C:26]1[CH:31]=[CH:30][CH:29]=[CH:28][CH:27]=1, predict the reaction product. The product is: [F:1][C:2]1[CH:7]=[CH:6][C:5]([S:8]([C:11]2[CH:12]=[CH:13][C:14]([CH2:21][CH2:22][CH3:23])=[C:15]([S:17]([NH:32][CH2:24][CH2:25][C:26]3[CH:31]=[CH:30][CH:29]=[CH:28][CH:27]=3)(=[O:19])=[O:18])[CH:16]=2)(=[O:10])=[O:9])=[CH:4][CH:3]=1.